From a dataset of Full USPTO retrosynthesis dataset with 1.9M reactions from patents (1976-2016). Predict the reactants needed to synthesize the given product. Given the product [O:1]=[C:2]1[N:6]([C:7]2[CH:8]=[C:9]3[C:14](=[CH:15][CH:16]=2)[CH2:13][N:12]([C:42](=[O:43])[CH2:41][O:40][CH2:33][C:34]2[CH:39]=[CH:38][CH:37]=[CH:36][CH:35]=2)[CH2:11][CH2:10]3)[CH2:5][C@H:4]([CH2:17][NH:18][C:19](=[O:25])[O:20][C:21]([CH3:22])([CH3:24])[CH3:23])[O:3]1, predict the reactants needed to synthesize it. The reactants are: [O:1]=[C:2]1[N:6]([C:7]2[CH:8]=[C:9]3[C:14](=[CH:15][CH:16]=2)[CH2:13][NH:12][CH2:11][CH2:10]3)[CH2:5][C@H:4]([CH2:17][NH:18][C:19](=[O:25])[O:20][C:21]([CH3:24])([CH3:23])[CH3:22])[O:3]1.C(N(CC)CC)C.[CH2:33]([O:40][CH2:41][C:42](Cl)=[O:43])[C:34]1[CH:39]=[CH:38][CH:37]=[CH:36][CH:35]=1.